Dataset: Forward reaction prediction with 1.9M reactions from USPTO patents (1976-2016). Task: Predict the product of the given reaction. (1) Given the reactants [CH3:1][O:2][CH2:3][C@H:4]([O:6][C:7]1[N:12]=[C:11]([C:13]([NH:15][CH2:16][C:17]([F:20])([F:19])[F:18])=[O:14])[CH:10]=[C:9](SC)[N:8]=1)[CH3:5].O[O:24][S:25]([O-:27])=O.[K+].[CH3:29]COC(C)=O, predict the reaction product. The product is: [CH3:1][O:2][CH2:3][C@H:4]([O:6][C:7]1[N:12]=[C:11]([C:13]([NH:15][CH2:16][C:17]([F:19])([F:20])[F:18])=[O:14])[CH:10]=[C:9]([S:25]([CH3:29])(=[O:27])=[O:24])[N:8]=1)[CH3:5]. (2) Given the reactants C(Cl)(=O)C(Cl)=O.[Cl:7][C:8]1[CH:9]=[C:10]([CH:39]=[CH:40][C:41]=1[F:42])[CH2:11][NH:12][C:13]([C:15]1[N:16]([CH:31]([CH2:34][O:35][CH2:36][O:37][CH3:38])[CH2:32]O)[CH:17]=[C:18]([Br:30])[C:19](=[O:29])[C:20]=1[O:21][CH2:22][C:23]1[CH:28]=[CH:27][CH:26]=[CH:25][CH:24]=1)=[O:14].C(N(CC)C(C)C)(C)C.CS(Cl)(=O)=O, predict the reaction product. The product is: [CH2:22]([O:21][C:20]1[C:19](=[O:29])[C:18]([Br:30])=[CH:17][N:16]2[C:31]([CH2:34][O:35][CH2:36][O:37][CH3:38])=[CH:32][N:12]([CH2:11][C:10]3[CH:39]=[CH:40][C:41]([F:42])=[C:8]([Cl:7])[CH:9]=3)[C:13](=[O:14])[C:15]=12)[C:23]1[CH:24]=[CH:25][CH:26]=[CH:27][CH:28]=1. (3) Given the reactants [Cl:1][C:2]1[CH:7]=[CH:6][C:5]([C:8](F)(F)F)=[CH:4][CH:3]=1.[Al+3].[Cl-:13].[Cl-:14].[Cl-].[C:16]1([O:22][CH3:23])[CH:21]=[CH:20][CH:19]=[CH:18][CH:17]=1.C(C1C=CC=CC=1)(=O)C1C=CC=CC=1, predict the reaction product. The product is: [CH3:23][O:22][C:16]1[CH:21]=[CH:20][C:19]([C:8]([C:5]2[CH:6]=[CH:7][C:2]([Cl:1])=[CH:3][CH:4]=2)([Cl:14])[Cl:13])=[CH:18][CH:17]=1.